From a dataset of Full USPTO retrosynthesis dataset with 1.9M reactions from patents (1976-2016). Predict the reactants needed to synthesize the given product. (1) Given the product [Cl:1][C:2]1[CH:3]=[CH:4][CH:5]=[C:6]2[C:10]=1[CH:9]([OH:11])[C:8]([CH3:12])([CH3:13])[CH:7]2[O:14][C:21](=[O:23])[CH3:22], predict the reactants needed to synthesize it. The reactants are: [Cl:1][C:2]1[CH:3]=[CH:4][CH:5]=[C:6]2[C:10]=1[C:9](=[O:11])[C:8]([CH3:13])([CH3:12])[CH:7]2[OH:14].N1C=CC=CC=1.[C:21](OC(=O)C)(=[O:23])[CH3:22].[BH4-].[Na+]. (2) Given the product [Cl:1][C:2]1[CH:3]=[CH:4][C:5]2[N:11]3[CH:12]=[CH:13][CH:14]=[C:10]3[CH:9]([CH2:15][CH:16]([OH:23])[CH2:17][C:18]([OH:20])=[O:19])[O:8][CH:7]([C:24]3[CH:29]=[CH:28][CH:27]=[C:26]([O:30][CH3:31])[C:25]=3[O:32][CH3:33])[C:6]=2[CH:34]=1, predict the reactants needed to synthesize it. The reactants are: [Cl:1][C:2]1[CH:3]=[CH:4][C:5]2[N:11]3[CH:12]=[CH:13][CH:14]=[C:10]3[CH:9]([CH2:15][CH:16]([OH:23])[CH2:17][C:18]([O:20]CC)=[O:19])[O:8][CH:7]([C:24]3[CH:29]=[CH:28][CH:27]=[C:26]([O:30][CH3:31])[C:25]=3[O:32][CH3:33])[C:6]=2[CH:34]=1.[OH-].[Na+].Cl.